Dataset: Forward reaction prediction with 1.9M reactions from USPTO patents (1976-2016). Task: Predict the product of the given reaction. (1) Given the reactants OO.[OH:3][N:4]1[C:9]([CH3:11])([CH3:10])[CH2:8][CH:7]([CH2:12][CH2:13][CH2:14][CH2:15][NH:16][C:17]2[N:22]=[C:21]([NH:23][CH2:24][CH2:25][CH2:26][CH2:27][CH:28]3[CH2:33][C:32]([CH3:35])([CH3:34])[N:31]([OH:36])[C:30]([CH3:38])([CH3:37])[CH2:29]3)[N:20]=[C:19]([NH:39][CH2:40][CH2:41][CH2:42][CH2:43][CH:44]3[CH2:49][C:48]([CH3:51])([CH3:50])[N:47]([OH:52])[C:46]([CH3:54])([CH3:53])[CH2:45]3)[N:18]=2)[CH2:6][C:5]1([CH3:56])[CH3:55].S([O-])([O-])=O.[Na+].[Na+].[C:63]([OH:67])([CH3:66])([CH3:65])[CH3:64], predict the reaction product. The product is: [OH:67][C:63]([CH3:66])([CH3:65])[CH2:64][O:52][N:47]1[C:46]([CH3:54])([CH3:53])[CH2:45][CH:44]([CH2:43][CH2:42][CH2:41][CH2:40][NH:39][C:19]2[N:18]=[C:17]([NH:16][CH2:15][CH2:14][CH2:13][CH2:12][CH:7]3[CH2:6][C:5]([CH3:56])([CH3:55])[N:4]([O:3][CH2:64][C:63]([CH3:66])([OH:67])[CH3:65])[C:9]([CH3:11])([CH3:10])[CH2:8]3)[N:22]=[C:21]([NH:23][CH2:24][CH2:25][CH2:26][CH2:27][CH:28]3[CH2:33][C:32]([CH3:34])([CH3:35])[N:31]([O:36][CH2:64][C:63]([CH3:66])([OH:67])[CH3:65])[C:30]([CH3:38])([CH3:37])[CH2:29]3)[N:20]=2)[CH2:49][C:48]1([CH3:51])[CH3:50]. (2) Given the reactants C(N(C(C)C)CC)(C)C.[NH2:10][C:11]1[CH:26]=[CH:25][C:24]([Cl:27])=[CH:23][C:12]=1[C:13]([NH:15][CH2:16][CH:17]1[CH2:22][CH2:21][CH2:20][CH2:19][CH2:18]1)=[O:14].[N:28]1[C:37]2[CH:36]=[CH:35][CH:34]=[C:33]([C:38](O)=[O:39])[C:32]=2[CH:31]=[CH:30][CH:29]=1.CN(C(ON1N=NC2C=CC=NC1=2)=[N+](C)C)C.F[P-](F)(F)(F)(F)F, predict the reaction product. The product is: [Cl:27][C:24]1[CH:25]=[CH:26][C:11]([NH:10][C:38]([C:33]2[C:32]3[CH:31]=[CH:30][CH:29]=[N:28][C:37]=3[CH:36]=[CH:35][CH:34]=2)=[O:39])=[C:12]([C:13]([NH:15][CH2:16][CH:17]2[CH2:22][CH2:21][CH2:20][CH2:19][CH2:18]2)=[O:14])[CH:23]=1.